From a dataset of Peptide-MHC class II binding affinity with 134,281 pairs from IEDB. Regression. Given a peptide amino acid sequence and an MHC pseudo amino acid sequence, predict their binding affinity value. This is MHC class II binding data. (1) The peptide sequence is RKKYFAATQFEPLAA. The MHC is HLA-DPA10201-DPB11401 with pseudo-sequence HLA-DPA10201-DPB11401. The binding affinity (normalized) is 0.788. (2) The peptide sequence is EKKYFAACQFEPLAA. The MHC is HLA-DQA10101-DQB10501 with pseudo-sequence HLA-DQA10101-DQB10501. The binding affinity (normalized) is 0.406. (3) The peptide sequence is SQDLELSWQLNGLQAY. The MHC is DRB1_0401 with pseudo-sequence DRB1_0401. The binding affinity (normalized) is 0.683. (4) The peptide sequence is FRLLQNSQVFSLIRP. The MHC is DRB1_1501 with pseudo-sequence DRB1_1501. The binding affinity (normalized) is 0.147. (5) The peptide sequence is KVEFTGDLVVKALGA. The MHC is DRB1_0901 with pseudo-sequence DRB1_0901. The binding affinity (normalized) is 0.665. (6) The peptide sequence is VKEIPPRLLYAKSSP. The MHC is HLA-DQA10501-DQB10201 with pseudo-sequence HLA-DQA10501-DQB10201. The binding affinity (normalized) is 0.0963. (7) The peptide sequence is YDKFLANVSTVLTSK. The MHC is DRB1_0404 with pseudo-sequence DRB1_0404. The binding affinity (normalized) is 0.853. (8) The MHC is DRB1_1302 with pseudo-sequence DRB1_1302. The binding affinity (normalized) is 0.595. The peptide sequence is SQDLELSWNLNGLQAK. (9) The peptide sequence is KKGAAWTVYVGIVTMLSK. The MHC is DRB1_1301 with pseudo-sequence DRB1_1301. The binding affinity (normalized) is 0. (10) The peptide sequence is YDKFLANVSTVLTGM. The MHC is DRB1_0401 with pseudo-sequence DRB1_0401. The binding affinity (normalized) is 0.612.